This data is from Reaction yield outcomes from USPTO patents with 853,638 reactions. The task is: Predict the reaction yield, written as a fraction of the theoretical maximum amount of product (1.0 means a 100% yield; for example, 0.34 means a 34% yield). (1) The reactants are [OH-].[K+].FC(F)(F)C([N:7]1[CH2:15][C@@H:14]2[C@H:9]([CH2:10][C:11]3[CH:19]=[CH:18][CH:17]=[CH:16][C:12]=3[CH2:13]2)[CH2:8]1)=O. The catalyst is CO. The product is [CH2:8]1[CH:9]2[CH:14]([CH2:13][C:12]3[CH:16]=[CH:17][CH:18]=[CH:19][C:11]=3[CH2:10]2)[CH2:15][NH:7]1. The yield is 0.460. (2) The reactants are [B-]C#N.[Na+].[F:5][C:6]1([F:26])[CH2:12][N:11]([C:13]2[CH:14]=[CH:15][C:16]3[N:17]([C:19]([C:22]([F:25])([F:24])[F:23])=[N:20][N:21]=3)[N:18]=2)[CH2:10][CH2:9][NH:8][CH2:7]1.[F:27][C:28]1[CH:35]=[CH:34][C:31]([CH:32]=O)=[CH:30][CH:29]=1.C(O)(=O)C. The catalyst is CO. The product is [F:26][C:6]1([F:5])[CH2:12][N:11]([C:13]2[CH:14]=[CH:15][C:16]3[N:17]([C:19]([C:22]([F:24])([F:25])[F:23])=[N:20][N:21]=3)[N:18]=2)[CH2:10][CH2:9][N:8]([CH2:32][C:31]2[CH:34]=[CH:35][C:28]([F:27])=[CH:29][CH:30]=2)[CH2:7]1. The yield is 0.550. (3) The reactants are [CH:1]([O:4][C:5]1[CH:10]=[CH:9][C:8]([C:11]2[O:15][N:14]=[C:13]3[C:16]4[C:21]([CH2:22][CH2:23][C:12]=23)=[CH:20][C:19]([CH:24]=C)=[CH:18][CH:17]=4)=[C:7]([C:26]([F:29])([F:28])[F:27])[CH:6]=1)([CH3:3])[CH3:2].C[N+]1([O-])CC[O:34]CC1.I([O-])(=O)(=O)=O.[Na+]. The catalyst is C1COCC1.O.[Os](=O)(=O)(=O)=O. The product is [CH:1]([O:4][C:5]1[CH:10]=[CH:9][C:8]([C:11]2[O:15][N:14]=[C:13]3[C:16]4[C:21]([CH2:22][CH2:23][C:12]=23)=[CH:20][C:19]([CH:24]=[O:34])=[CH:18][CH:17]=4)=[C:7]([C:26]([F:28])([F:27])[F:29])[CH:6]=1)([CH3:2])[CH3:3]. The yield is 0.980. (4) The reactants are [NH2:1][C:2]1[CH:3]=[C:4]([OH:12])[C:5](=[CH:10][CH:11]=1)[C:6]([O:8][CH3:9])=[O:7].[Cl:13][C:14]1[CH:15]=[CH:16][C:17]([F:24])=[C:18]([S:20](Cl)(=[O:22])=[O:21])[CH:19]=1. No catalyst specified. The product is [Cl:13][C:14]1[CH:15]=[CH:16][C:17]([F:24])=[C:18]([S:20]([NH:1][C:2]2[CH:11]=[CH:10][C:5]([C:6]([O:8][CH3:9])=[O:7])=[C:4]([OH:12])[CH:3]=2)(=[O:22])=[O:21])[CH:19]=1. The yield is 0.680. (5) The reactants are [CH3:1][O:2][C:3]1[CH:4]=[C:5]([NH:11][C:12](=[O:14])[CH3:13])[CH:6]=[C:7]([O:9][CH3:10])[CH:8]=1.Cl.[Cl:16]([O-])(=O)=O.[Na+].C([O-])([O-])=O.[K+].[K+]. The catalyst is C(O)(=O)C.O. The product is [Cl:16][C:6]1[C:7]([O:9][CH3:10])=[CH:8][C:3]([O:2][CH3:1])=[CH:4][C:5]=1[NH:11][C:12](=[O:14])[CH3:13]. The yield is 0.310. (6) The reactants are [N+:1]([C:4]1[C:5]([C:9]2[NH:13][C:12]3[CH:14]=[CH:15][CH:16]=[CH:17][C:11]=3[N:10]=2)=[N:6][NH:7][CH:8]=1)([O-])=O.[H][H]. The catalyst is CN(C=O)C.[Pd]. The product is [NH:13]1[C:12]2[CH:14]=[CH:15][CH:16]=[CH:17][C:11]=2[N:10]=[C:9]1[C:5]1[C:4]([NH2:1])=[CH:8][NH:7][N:6]=1. The yield is 0.260. (7) The reactants are C(=O)([O-])[O-].[Ca+2].[C:6](Cl)(Cl)=[S:7].ClCCl.O.[C:14]([S:18][C:19]1[CH:20]=[C:21]([NH2:31])[CH:22]=[C:23]([S:25]([C:27]([CH3:30])([CH3:29])[CH3:28])=[O:26])[CH:24]=1)([CH3:17])([CH3:16])[CH3:15].Cl. No catalyst specified. The product is [C:14]([S:18][C:19]1[CH:24]=[C:23]([S:25]([C:27]([CH3:30])([CH3:29])[CH3:28])=[O:26])[CH:22]=[C:21]([N:31]=[C:6]=[S:7])[CH:20]=1)([CH3:17])([CH3:15])[CH3:16]. The yield is 0.830. (8) The reactants are [Br:1][C:2]1[CH:3]=[CH:4][CH:5]=[C:6]2[C:10]=1[NH:9][C:8]([CH3:11])=[CH:7]2.[Al](Cl)(CC)CC.[C:18](Cl)([CH3:20])=[O:19].C([O-])([O-])=O.[Cs+].[Cs+].[Cl:28][CH2:29][CH2:30][CH2:31]I. The catalyst is C(Cl)Cl.CC#N. The product is [Br:1][C:2]1[CH:3]=[CH:4][CH:5]=[C:6]2[C:10]=1[N:9]([CH2:31][CH2:30][CH2:29][Cl:28])[C:8]([CH3:11])=[C:7]2[C:18](=[O:19])[CH3:20]. The yield is 0.680. (9) The reactants are [Br:1][C:2]1[C:3]([CH3:22])=[C:4]([NH:8][CH2:9][C:10]2[CH:14]=[C:13]([C:15]([CH3:18])([CH3:17])[CH3:16])[S:12][C:11]=2[C:19](O)=[O:20])[CH:5]=[CH:6][CH:7]=1.S(Cl)(Cl)=O. The catalyst is C(Cl)Cl. The product is [Br:1][C:2]1[C:3]([CH3:22])=[C:4]([N:8]2[C:19](=[O:20])[C:11]3[S:12][C:13]([C:15]([CH3:18])([CH3:17])[CH3:16])=[CH:14][C:10]=3[CH2:9]2)[CH:5]=[CH:6][CH:7]=1. The yield is 0.650. (10) The reactants are Cl.[C:2]1([C@H:8]2[CH2:10][C@@H:9]2[N:11]2[C:19](=[O:20])[C@@H:14]3[CH2:15][NH:16][CH2:17][CH2:18][N:13]3[C:12]2=[O:21])[CH:7]=[CH:6][CH:5]=[CH:4][CH:3]=1.[C:22]1([N:28]2[C:32]([NH:33][C:34](=O)[O:35]C3C=CC=CC=3)=[CH:31][CH:30]=[N:29]2)[CH:27]=[CH:26][CH:25]=[CH:24][CH:23]=1. The catalyst is C(Cl)Cl. The product is [O:20]=[C:19]1[C@@H:14]2[CH2:15][N:16]([C:34]([NH:33][C:32]3[N:28]([C:22]4[CH:23]=[CH:24][CH:25]=[CH:26][CH:27]=4)[N:29]=[CH:30][CH:31]=3)=[O:35])[CH2:17][CH2:18][N:13]2[C:12](=[O:21])[N:11]1[C@H:9]1[CH2:10][C@@H:8]1[C:2]1[CH:7]=[CH:6][CH:5]=[CH:4][CH:3]=1. The yield is 0.850.